From a dataset of Full USPTO retrosynthesis dataset with 1.9M reactions from patents (1976-2016). Predict the reactants needed to synthesize the given product. (1) Given the product [CH2:13]([N:10]([CH2:22][CH:21]=[CH2:20])[C@@H:8]([C:5]1[CH:6]=[CH:7][C:2]([Br:1])=[CH:3][CH:4]=1)[CH3:9])[CH:11]=[CH2:12], predict the reactants needed to synthesize it. The reactants are: [Br:1][C:2]1[CH:7]=[CH:6][C:5]([C@H:8]([NH2:10])[CH3:9])=[CH:4][CH:3]=1.[CH:11](N(C(C)C)CC)([CH3:13])[CH3:12].[CH2:20](Br)[CH:21]=[CH2:22]. (2) Given the product [CH3:1][C:2]1[C:6]([CH2:7][O:8][C:9]2[CH:10]=[CH:11][C:12]([S:15]([N:18]([CH2:42][CH2:43][CH:44]([CH3:46])[CH3:45])[C:19]3[CH:24]=[CH:23][C:22]([CH:25]([CH3:26])[CH3:27])=[CH:21][N:20]=3)(=[O:17])=[O:16])=[CH:13][CH:14]=2)=[C:5]([CH3:28])[O:4][N:3]=1, predict the reactants needed to synthesize it. The reactants are: [CH3:1][C:2]1[C:6]([CH2:7][O:8][C:9]2[CH:14]=[CH:13][C:12]([S:15]([NH:18][C:19]3[CH:24]=[CH:23][C:22]([CH:25]([CH3:27])[CH3:26])=[CH:21][N:20]=3)(=[O:17])=[O:16])=[CH:11][CH:10]=2)=[C:5]([CH3:28])[O:4][N:3]=1.C(N=C(N(C)C)N(C)C)(C)(C)C.Br[CH2:42][CH2:43][CH:44]([CH3:46])[CH3:45]. (3) Given the product [OH:4][C@H:5]([CH3:26])[CH2:6][CH2:7][CH2:8][CH2:9][N:10]1[C:18](=[O:19])[C:17]2[N:16]3[CH2:20][CH2:21][CH2:22][NH:23][C:15]3=[N:14][C:13]=2[N:12]([CH3:24])[C:11]1=[O:25], predict the reactants needed to synthesize it. The reactants are: C([O:4][C@H:5]([CH3:26])[CH2:6][CH2:7][CH2:8][CH2:9][N:10]1[C:18](=[O:19])[C:17]2[N:16]3[CH2:20][CH2:21][CH2:22][NH:23][C:15]3=[N:14][C:13]=2[N:12]([CH3:24])[C:11]1=[O:25])(=O)C.Cl.C(OCC)C. (4) Given the product [N:31]1[CH:36]=[C:35]([C:2]2[N:7]=[CH:6][C:5]3[CH:8]=[N:9][N:10]([C:11]4[N:16]=[C:15]([N:17]5[CH2:23][CH2:22][CH2:21][N:20]([C:24]([O:26][C:27]([CH3:29])([CH3:30])[CH3:28])=[O:25])[CH2:19][CH2:18]5)[CH:14]=[CH:13][CH:12]=4)[C:4]=3[CH:3]=2)[CH:34]=[N:33][CH:32]=1, predict the reactants needed to synthesize it. The reactants are: Cl[C:2]1[N:7]=[CH:6][C:5]2[CH:8]=[N:9][N:10]([C:11]3[N:16]=[C:15]([N:17]4[CH2:23][CH2:22][CH2:21][N:20]([C:24]([O:26][C:27]([CH3:30])([CH3:29])[CH3:28])=[O:25])[CH2:19][CH2:18]4)[CH:14]=[CH:13][CH:12]=3)[C:4]=2[CH:3]=1.[N:31]1[CH:36]=[C:35](B(O)O)[CH:34]=[N:33][CH:32]=1.C([O-])(O)=O.[Na+].